Dataset: Reaction yield outcomes from USPTO patents with 853,638 reactions. Task: Predict the reaction yield, written as a fraction of the theoretical maximum amount of product (1.0 means a 100% yield; for example, 0.34 means a 34% yield). (1) The reactants are [Br:1][C:2]1[CH:3]=[C:4]([NH2:8])[CH:5]=[N:6][CH:7]=1.N1C=CC=CC=1.[CH:15]1([S:18](Cl)(=[O:20])=[O:19])[CH2:17][CH2:16]1. The catalyst is ClCCl. The product is [Br:1][C:2]1[CH:3]=[C:4]([NH:8][S:18]([CH:15]2[CH2:17][CH2:16]2)(=[O:20])=[O:19])[CH:5]=[N:6][CH:7]=1. The yield is 0.730. (2) The reactants are Br[C:2]1[CH:7]=[CH:6][C:5]([N:8]2[C:12]([CH2:13][C@@H:14]3[CH2:18][CH2:17][N:16]([C:19]([CH:21]4[CH2:23][CH2:22]4)=[O:20])[CH2:15]3)=[N:11][NH:10][C:9]2=[O:24])=[C:4]([CH3:25])[CH:3]=1.[NH:26]1[C:34]2[C:29](=[CH:30][CH:31]=[C:32](B(O)O)[CH:33]=2)[CH:28]=[CH:27]1.C([O-])([O-])=O.[K+].[K+].O1CCOCC1. The catalyst is C1C=CC(P(C2C=CC=CC=2)[C-]2C=CC=C2)=CC=1.C1C=CC(P(C2C=CC=CC=2)[C-]2C=CC=C2)=CC=1.Cl[Pd]Cl.[Fe+2].O. The product is [CH:21]1([C:19]([N:16]2[CH2:17][CH2:18][C@@H:14]([CH2:13][C:12]3[N:8]([C:5]4[CH:6]=[CH:7][C:2]([C:32]5[CH:33]=[C:34]6[C:29]([CH:28]=[CH:27][NH:26]6)=[CH:30][CH:31]=5)=[CH:3][C:4]=4[CH3:25])[C:9](=[O:24])[NH:10][N:11]=3)[CH2:15]2)=[O:20])[CH2:23][CH2:22]1. The yield is 0.490.